Task: Predict which catalyst facilitates the given reaction.. Dataset: Catalyst prediction with 721,799 reactions and 888 catalyst types from USPTO Reactant: Br[C:2]1[CH:3]=[N:4][CH:5]=[C:6]([Br:10])[C:7]=1[CH:8]=[O:9].Cl.[F:12][C:13]1[CH:18]=[CH:17][C:16]([NH:19][NH2:20])=[CH:15][CH:14]=1.CN1C(=O)CCC1.[OH-].[K+:29]. Product: [OH-:9].[K+:29].[Br:10][C:6]1[CH:5]=[N:4][CH:3]=[C:2]2[N:19]([C:16]3[CH:17]=[CH:18][C:13]([F:12])=[CH:14][CH:15]=3)[N:20]=[CH:8][C:7]=12. The catalyst class is: 6.